This data is from Full USPTO retrosynthesis dataset with 1.9M reactions from patents (1976-2016). The task is: Predict the reactants needed to synthesize the given product. Given the product [NH:31]([C@H:2]1[CH2:5][C@H:4]([NH:6][C:7](=[O:16])[O:8][CH2:9][C:10]2[CH:15]=[CH:14][CH:13]=[CH:12][CH:11]=2)[CH2:3]1)[NH2:32], predict the reactants needed to synthesize it. The reactants are: O[C@@H:2]1[CH2:5][C@H:4]([NH:6][C:7](=[O:16])[O:8][CH2:9][C:10]2[CH:15]=[CH:14][CH:13]=[CH:12][CH:11]=2)[CH2:3]1.C(N(C(C)C)CC)(C)C.CS(Cl)(=O)=O.[NH2:31][NH2:32].